Dataset: Full USPTO retrosynthesis dataset with 1.9M reactions from patents (1976-2016). Task: Predict the reactants needed to synthesize the given product. (1) Given the product [Cl:10][C:11]1[CH:12]=[C:13]([CH:14]=[CH:15][CH:16]=1)[O:17][C:2]1[CH:3]=[C:4]([CH:7]=[CH:8][CH:9]=1)[C:5]#[N:6], predict the reactants needed to synthesize it. The reactants are: F[C:2]1[CH:3]=[C:4]([CH:7]=[CH:8][CH:9]=1)[C:5]#[N:6].[Cl:10][C:11]1[CH:12]=[C:13]([OH:17])[CH:14]=[CH:15][CH:16]=1.C(=O)([O-])[O-].[Cs+].[Cs+].Cl. (2) Given the product [CH3:25][CH:26]1[CH2:31][CH2:30][CH2:29][CH2:28][N:27]1[CH2:6][CH2:7][C:8]1[O:9][C:10]2[CH:16]=[CH:15][C:14]([C:17]3[CH:22]=[CH:21][C:20]([C:23]#[N:24])=[CH:19][CH:18]=3)=[CH:13][C:11]=2[CH:12]=1, predict the reactants needed to synthesize it. The reactants are: CS(O[CH2:6][CH2:7][C:8]1[O:9][C:10]2[CH:16]=[CH:15][C:14]([C:17]3[CH:22]=[CH:21][C:20]([C:23]#[N:24])=[CH:19][CH:18]=3)=[CH:13][C:11]=2[CH:12]=1)(=O)=O.[CH3:25][CH:26]1[CH2:31][CH2:30][CH2:29][CH2:28][NH:27]1. (3) Given the product [Cl:20][C:21]1[CH:29]=[C:28]([I:30])[CH:27]=[C:26]([F:31])[C:22]=1[C:23]([NH:9][C:6]1[CH:5]=[CH:4][N:3]=[C:2]([Cl:1])[C:7]=1[F:8])=[O:24], predict the reactants needed to synthesize it. The reactants are: [Cl:1][C:2]1[C:7]([F:8])=[C:6]([NH2:9])[CH:5]=[CH:4][N:3]=1.[Li+].C[Si]([N-][Si](C)(C)C)(C)C.[Cl:20][C:21]1[CH:29]=[C:28]([I:30])[CH:27]=[C:26]([F:31])[C:22]=1[C:23](Cl)=[O:24]. (4) Given the product [F:14][C:9]1[CH:8]=[C:7]2[C:12]([CH:13]=[C:4]([C:1]3[N:22]=[C:20]4[N:19]([CH:2]=3)[N:18]=[C:17]([CH3:16])[S:21]4)[C:5](=[O:15])[O:6]2)=[CH:11][CH:10]=1, predict the reactants needed to synthesize it. The reactants are: [C:1]([C:4]1[C:5](=[O:15])[O:6][C:7]2[C:12]([CH:13]=1)=[CH:11][CH:10]=[C:9]([F:14])[CH:8]=2)(=O)[CH3:2].[CH3:16][C:17]1[S:21][C:20]([NH2:22])=[N:19][N:18]=1.